Dataset: Reaction yield outcomes from USPTO patents with 853,638 reactions. Task: Predict the reaction yield, written as a fraction of the theoretical maximum amount of product (1.0 means a 100% yield; for example, 0.34 means a 34% yield). (1) The reactants are [N+:1]([C:4]1[C:5]([NH2:14])=[CH:6][CH:7]=[C:8]2[C:13]=1[N:12]=[CH:11][CH:10]=[CH:9]2)([O-:3])=[O:2].[H-].[Na+].I[CH3:18].O. The catalyst is O1CCCC1. The product is [CH3:18][NH:14][C:5]1[C:4]([N+:1]([O-:3])=[O:2])=[C:13]2[C:8]([CH:9]=[CH:10][CH:11]=[N:12]2)=[CH:7][CH:6]=1. The yield is 0.790. (2) The reactants are [H-].[Na+].[N:3]1([CH2:8][CH2:9][CH2:10][CH2:11][C:12]2[CH:17]=[CH:16][C:15]([OH:18])=[CH:14][CH:13]=2)[CH:7]=[CH:6][N:5]=[N:4]1.[Cl:19][C:20]1[CH:25]=[CH:24][C:23]([CH:26]=[CH:27][C:28]2[O:29][CH:30]=[C:31]([CH2:33]Cl)[N:32]=2)=[C:22]([F:35])[CH:21]=1. The catalyst is CN(C)C=O. The product is [Cl:19][C:20]1[CH:25]=[CH:24][C:23](/[CH:26]=[CH:27]/[C:28]2[O:29][CH:30]=[C:31]([CH2:33][O:18][C:15]3[CH:14]=[CH:13][C:12]([CH2:11][CH2:10][CH2:9][CH2:8][N:3]4[CH:7]=[CH:6][N:5]=[N:4]4)=[CH:17][CH:16]=3)[N:32]=2)=[C:22]([F:35])[CH:21]=1. The yield is 0.770.